This data is from Reaction yield outcomes from USPTO patents with 853,638 reactions. The task is: Predict the reaction yield, written as a fraction of the theoretical maximum amount of product (1.0 means a 100% yield; for example, 0.34 means a 34% yield). The reactants are [C:1]([O:5][C:6](=[O:38])[NH:7][C:8]([C:10]1[CH:15]=[CH:14][C:13]([CH2:16][NH:17][C:18]([C@H:20]2[N:24]3[C:25](=[O:37])[C:26]([NH:29][CH2:30][C:31]4[CH:36]=CC=C[CH:32]=4)=[CH:27][N:28]=[C:23]3[CH2:22][CH2:21]2)=[O:19])=[CH:12][CH:11]=1)=[NH:9])([CH3:4])([CH3:3])[CH3:2].C(OC(=O)NC(C1C=CC(CNC([C@H]2N3C(=O)C(N)=CN=C3CC2)=O)=CC=1)=N)(C)(C)C.C(=O)C(C)C.[BH-](OC(C)=O)(OC(C)=O)OC(C)=O.[Na+]. No catalyst specified. The product is [C:1]([O:5][C:6](=[O:38])[NH:7][C:8]([C:10]1[CH:15]=[CH:14][C:13]([CH2:16][NH:17][C:18]([C@H:20]2[N:24]3[C:25](=[O:37])[C:26]([NH:29][CH2:30][CH:31]([CH3:32])[CH3:36])=[CH:27][N:28]=[C:23]3[CH2:22][CH2:21]2)=[O:19])=[CH:12][CH:11]=1)=[NH:9])([CH3:3])([CH3:2])[CH3:4]. The yield is 0.790.